From a dataset of Peptide-MHC class II binding affinity with 134,281 pairs from IEDB. Regression. Given a peptide amino acid sequence and an MHC pseudo amino acid sequence, predict their binding affinity value. This is MHC class II binding data. (1) The peptide sequence is LGASPYKLGPSPKAR. The MHC is HLA-DPA10201-DPB10101 with pseudo-sequence HLA-DPA10201-DPB10101. The binding affinity (normalized) is 0.0364. (2) The peptide sequence is TKPSLFKVRNGGEIG. The MHC is HLA-DQA10201-DQB10402 with pseudo-sequence HLA-DQA10201-DQB10402. The binding affinity (normalized) is 0.936. (3) The peptide sequence is MGQIVTMFEALPHII. The MHC is DRB1_0101 with pseudo-sequence DRB1_0101. The binding affinity (normalized) is 0.460. (4) The peptide sequence is ARMWIQAATTMASYQ. The MHC is DRB3_0101 with pseudo-sequence DRB3_0101. The binding affinity (normalized) is 0.278. (5) The binding affinity (normalized) is 0.457. The MHC is DRB3_0101 with pseudo-sequence DRB3_0101. The peptide sequence is PVGDIYKRWIILGLNKIV.